From a dataset of Forward reaction prediction with 1.9M reactions from USPTO patents (1976-2016). Predict the product of the given reaction. (1) Given the reactants [NH2:1][C:2]1[CH:7]=[CH:6][C:5]([C:8]2[N:9]([CH2:21][CH3:22])[C:10]3[C:15]([C:16]=2[C:17]#[N:18])=[CH:14][CH:13]=[C:12]([O:19][CH3:20])[CH:11]=3)=[CH:4][CH:3]=1.Cl[C:24]([O:26][CH2:27][CH3:28])=[O:25], predict the reaction product. The product is: [CH2:27]([O:26][C:24](=[O:25])[NH:1][C:2]1[CH:3]=[CH:4][C:5]([C:8]2[N:9]([CH2:21][CH3:22])[C:10]3[C:15]([C:16]=2[C:17]#[N:18])=[CH:14][CH:13]=[C:12]([O:19][CH3:20])[CH:11]=3)=[CH:6][CH:7]=1)[CH3:28]. (2) Given the reactants [NH2:1][CH2:2][CH2:3][CH2:4][CH2:5][CH2:6][CH2:7][CH2:8][CH2:9][CH2:10][CH2:11][CH2:12][CH2:13][NH2:14].[CH3:15][C:16]([O:19][C:20](O[C:20]([O:19][C:16]([CH3:18])([CH3:17])[CH3:15])=[O:21])=[O:21])([CH3:18])[CH3:17], predict the reaction product. The product is: [C:20]([NH:1][CH2:2][CH2:3][CH2:4][CH2:5][CH2:6][CH2:7][CH2:8][CH2:9][CH2:10][CH2:11][CH2:12][CH2:13][NH2:14])([O:19][C:16]([CH3:18])([CH3:17])[CH3:15])=[O:21]. (3) Given the reactants Br[C:2]1[CH:7]=[C:6]([F:8])[CH:5]=[C:4]([Br:9])[CH:3]=1.[CH3:10][N:11]1[CH2:16][CH2:15][CH:14]([NH:17][CH3:18])[CH2:13][CH2:12]1.CC(C)([O-])C.[Na+].C1(C)C=CC=CC=1, predict the reaction product. The product is: [CH3:10][N:11]1[CH2:16][CH2:15][CH:14]([NH:17][CH2:18][C:2]2[CH:7]=[C:6]([F:8])[CH:5]=[C:4]([Br:9])[CH:3]=2)[CH2:13][CH2:12]1. (4) Given the reactants C([O:3][C:4](=[O:20])[CH2:5][C:6]1[N:7]=[C:8]2[C:13]([C:14]([F:17])([F:16])[F:15])=[CH:12][C:11]([Br:18])=[CH:10][N:9]2[CH:19]=1)C.[OH-].[Li+], predict the reaction product. The product is: [Br:18][C:11]1[CH:12]=[C:13]([C:14]([F:15])([F:17])[F:16])[C:8]2[N:9]([CH:19]=[C:6]([CH2:5][C:4]([OH:20])=[O:3])[N:7]=2)[CH:10]=1. (5) Given the reactants [Si]([O:8][C@@H:9]1[C@@:34]2([CH3:35])[C:13](=[CH:14][CH:15]=[C:16]3[C@@H:33]2[CH2:32][CH2:31][C@@:30]2([CH3:36])[C@H:17]3[CH2:18][CH:19]=[C:20]2[C@@H:21]([O:23][CH2:24][CH2:25][C:26]([OH:29])([CH3:28])[CH3:27])[CH3:22])[CH2:12][C@@H:11]([O:37][Si](C(C)(C)C)(C)C)[CH2:10]1)(C(C)(C)C)(C)C.[F-].C([N+](CCCC)(CCCC)CCCC)CCC, predict the reaction product. The product is: [OH:8][C@@H:9]1[C@@:34]2([CH3:35])[C:13](=[CH:14][CH:15]=[C:16]3[C@@H:33]2[CH2:32][CH2:31][C@@:30]2([CH3:36])[C@H:17]3[CH2:18][CH:19]=[C:20]2[C@@H:21]([O:23][CH2:24][CH2:25][C:26]([OH:29])([CH3:27])[CH3:28])[CH3:22])[CH2:12][C@@H:11]([OH:37])[CH2:10]1. (6) The product is: [Br:1][C:2]1[CH:19]=[C:18]([N+:20]([O-:22])=[O:21])[CH:17]=[C:16]([Br:23])[C:3]=1[O:4][C:5]1[CH:10]=[CH:9][C:8]([OH:11])=[C:7]([CH:13]([CH3:15])[CH3:14])[CH:6]=1. Given the reactants [Br:1][C:2]1[CH:19]=[C:18]([N+:20]([O-:22])=[O:21])[CH:17]=[C:16]([Br:23])[C:3]=1[O:4][C:5]1[CH:10]=[CH:9][C:8]([O:11]C)=[C:7]([CH:13]([CH3:15])[CH3:14])[CH:6]=1.B(Br)(Br)Br, predict the reaction product. (7) Given the reactants [CH:1]1[C:13]2[CH:12]([CH2:14][O:15][C:16]([NH:18][CH2:19]C(O)=O)=[O:17])[C:11]3[C:6](=[CH:7][CH:8]=[CH:9][CH:10]=3)[C:5]=2[CH:4]=[CH:3][CH:2]=1.C(O[C:28](=[O:37])[NH:29][C:30]1[CH:35]=[CH:34][CH:33]=[CH:32][C:31]=1[NH2:36])(C)(C)C, predict the reaction product. The product is: [CH:10]1[C:11]2[CH:12]([CH2:14][O:15][C:16](=[O:17])[NH:18][CH2:19][C:28](=[O:37])[NH:29][C:30]3[CH:35]=[CH:34][CH:33]=[CH:32][C:31]=3[NH2:36])[C:13]3[C:5](=[CH:4][CH:3]=[CH:2][CH:1]=3)[C:6]=2[CH:7]=[CH:8][CH:9]=1. (8) Given the reactants [CH2:1]=[C:2]1[C:19]2[C@:14]([CH3:21])([CH2:15][CH2:16][C:17](=[O:20])[CH:18]=2)[C@@H:13]2[C@H:4]([C@H:5]3[C@@:9]([CH2:11][CH2:12]2)([CH3:10])[C:8](=[O:22])[CH2:7][CH2:6]3)[CH2:3]1.C1(Cl)C(=O)C(Cl)=C(Cl)C(=O)C=1Cl.CO.CC(OC)(C)C, predict the reaction product. The product is: [CH2:1]=[C:2]1[C:19]2[C@:14]([CH3:21])([CH:15]=[CH:16][C:17](=[O:20])[CH:18]=2)[C@@H:13]2[C@H:4]([C@H:5]3[C@@:9]([CH2:11][CH2:12]2)([CH3:10])[C:8](=[O:22])[CH2:7][CH2:6]3)[CH2:3]1.